Dataset: Catalyst prediction with 721,799 reactions and 888 catalyst types from USPTO. Task: Predict which catalyst facilitates the given reaction. (1) Reactant: [OH:1][CH:2]([CH3:9])[CH2:3][NH:4][CH2:5][CH:6]([OH:8])[CH3:7].[CH:10]1[N:15]=[C:14](Cl)[C:13]2[N:17]=[CH:18][N:19]([C@@H:20]3[O:24][C@H:23]([CH2:25][OH:26])[C@@H:22]([OH:27])[C@H:21]3[OH:28])[C:12]=2[N:11]=1. Product: [OH:1][CH:2]([CH3:9])[CH2:3][N:4]([CH2:5][CH:6]([OH:8])[CH3:7])[C:14]1[C:13]2[N:17]=[CH:18][N:19]([C:12]=2[N:11]=[CH:10][N:15]=1)[C@@H:20]1[O:24][C@H:23]([CH2:25][OH:26])[C@@H:22]([OH:27])[C@H:21]1[OH:28]. The catalyst class is: 14. (2) Reactant: [H-].[H-].[H-].[H-].[Li+].[Al+3].[CH3:7][O:8][C:9]1[CH:17]=[C:16]2[C:12]([CH:13]=[C:14]([C:18](OC)=O)[NH:15]2)=[CH:11][CH:10]=1. Product: [CH3:7][O:8][C:9]1[CH:17]=[C:16]2[C:12]([CH:13]=[C:14]([CH3:18])[NH:15]2)=[CH:11][CH:10]=1. The catalyst class is: 12. (3) Reactant: [C:1]([O:9][CH2:10][CH3:11])(=[O:8])[CH2:2][C:3]([O:5][CH2:6][CH3:7])=[O:4].[H-].[Na+].[Cl:14][C:15]1[N:24]=[C:23](Cl)[C:22]2[C:17](=[CH:18][C:19]([O:28][CH3:29])=[C:20]([O:26][CH3:27])[CH:21]=2)[N:16]=1.O. Product: [Cl:14][C:15]1[N:24]=[C:23]([CH:2]([C:3]([O:5][CH2:6][CH3:7])=[O:4])[C:1]([O:9][CH2:10][CH3:11])=[O:8])[C:22]2[C:17](=[CH:18][C:19]([O:28][CH3:29])=[C:20]([O:26][CH3:27])[CH:21]=2)[N:16]=1. The catalyst class is: 12. (4) Reactant: [C:1]([N:5]1[CH2:29][CH2:28][CH2:27][CH2:26][C:8]2[CH:9]=[C:10]3[C:19]4[CH:18]=[C:17]([S:20]([CH2:22][CH3:23])=[O:21])[C:16]([O:24][CH3:25])=[CH:15][C:14]=4[CH2:13][CH2:12][N:11]3[C:7]=2[C:6]1=[O:30])([CH3:4])([CH3:3])[CH3:2].C1C(=O)N([Br:38])C(=O)C1. Product: [C:1]([N:5]1[CH2:29][CH2:28][CH2:27][CH2:26][C:8]2[C:9]([Br:38])=[C:10]3[C:19]4[CH:18]=[C:17]([S:20]([CH2:22][CH3:23])=[O:21])[C:16]([O:24][CH3:25])=[CH:15][C:14]=4[CH2:13][CH2:12][N:11]3[C:7]=2[C:6]1=[O:30])([CH3:2])([CH3:3])[CH3:4]. The catalyst class is: 18. (5) Reactant: Cl.[O:2]([NH2:4])[CH3:3].[NH2:5][C:6]1[C:15]2[N:16]=[C:17]([CH2:25][CH2:26][CH2:27][CH3:28])[N:18]([CH2:19][CH2:20][CH2:21][C:22](=O)[CH3:23])[C:14]=2[C:13]2[N:12]=[CH:11][CH:10]=[CH:9][C:8]=2[N:7]=1. Product: [CH3:3][O:2][N:4]=[C:22]([CH2:21][CH2:20][CH2:19][N:18]1[C:14]2[C:13]3[N:12]=[CH:11][CH:10]=[CH:9][C:8]=3[N:7]=[C:6]([NH2:5])[C:15]=2[N:16]=[C:17]1[CH2:25][CH2:26][CH2:27][CH3:28])[CH3:23]. The catalyst class is: 5. (6) Reactant: C(OC([N:8]1[CH:20]([C:21]([OH:23])=[O:22])[C:19]([CH3:25])([CH3:24])[C:18]2[C:17]3[C:12](=[CH:13][CH:14]=[CH:15][CH:16]=3)[N:11]([CH2:26][C:27]3[CH:32]=[CH:31][C:30]([F:33])=[CH:29][CH:28]=3)[C:10]=2[CH2:9]1)=O)(C)(C)C.[ClH:34]. Product: [ClH:34].[F:33][C:30]1[CH:31]=[CH:32][C:27]([CH2:26][N:11]2[C:12]3[C:17](=[CH:16][CH:15]=[CH:14][CH:13]=3)[C:18]3[C:19]([CH3:24])([CH3:25])[CH:20]([C:21]([OH:23])=[O:22])[NH:8][CH2:9][C:10]2=3)=[CH:28][CH:29]=1. The catalyst class is: 12.